This data is from TCR-epitope binding with 47,182 pairs between 192 epitopes and 23,139 TCRs. The task is: Binary Classification. Given a T-cell receptor sequence (or CDR3 region) and an epitope sequence, predict whether binding occurs between them. (1) The TCR CDR3 sequence is CASGLELNTEAFF. The epitope is RQLLFVVEV. Result: 1 (the TCR binds to the epitope). (2) The epitope is RLRAEAQVK. The TCR CDR3 sequence is CASSEQGFEYF. Result: 0 (the TCR does not bind to the epitope). (3) The epitope is KLPDDFTGCV. The TCR CDR3 sequence is CASRGDTPYEQYF. Result: 1 (the TCR binds to the epitope).